This data is from NCI-60 drug combinations with 297,098 pairs across 59 cell lines. The task is: Regression. Given two drug SMILES strings and cell line genomic features, predict the synergy score measuring deviation from expected non-interaction effect. (1) Drug 1: C1=C(C(=O)NC(=O)N1)N(CCCl)CCCl. Drug 2: CN(CC1=CN=C2C(=N1)C(=NC(=N2)N)N)C3=CC=C(C=C3)C(=O)NC(CCC(=O)O)C(=O)O. Cell line: HCT116. Synergy scores: CSS=54.9, Synergy_ZIP=-4.68, Synergy_Bliss=-5.85, Synergy_Loewe=-6.85, Synergy_HSA=-1.60. (2) Drug 1: CCCS(=O)(=O)NC1=C(C(=C(C=C1)F)C(=O)C2=CNC3=C2C=C(C=N3)C4=CC=C(C=C4)Cl)F. Drug 2: CN(C)N=NC1=C(NC=N1)C(=O)N. Cell line: MCF7. Synergy scores: CSS=-2.54, Synergy_ZIP=0.426, Synergy_Bliss=-3.46, Synergy_Loewe=-5.35, Synergy_HSA=-5.02. (3) Drug 1: C1CC(C1)(C(=O)O)C(=O)O.[NH2-].[NH2-].[Pt+2]. Drug 2: CN(CCCl)CCCl.Cl. Cell line: TK-10. Synergy scores: CSS=26.3, Synergy_ZIP=-6.35, Synergy_Bliss=-0.651, Synergy_Loewe=-4.52, Synergy_HSA=1.85.